Dataset: Forward reaction prediction with 1.9M reactions from USPTO patents (1976-2016). Task: Predict the product of the given reaction. (1) Given the reactants [C:1]([O:5][C:6]([N:8]1[CH2:13][CH2:12][N:11](C(OCC2C=CC=CC=2)=O)[CH2:10][CH:9]1[C:24](=[O:28])[NH:25][O:26][CH3:27])=[O:7])([CH3:4])([CH3:3])[CH3:2].[H][H], predict the reaction product. The product is: [C:1]([O:5][C:6]([N:8]1[CH2:13][CH2:12][NH:11][CH2:10][CH:9]1[C:24](=[O:28])[NH:25][O:26][CH3:27])=[O:7])([CH3:4])([CH3:3])[CH3:2]. (2) Given the reactants [CH2:1]([OH:4])[CH:2]=[CH2:3].C([Zn]CC)C.CCCCCCC.O[C@H]([C@@H](O)C(OC(C)C)=O)C(OC(C)C)=O.Cl[C:34](=[N:42][OH:43])[C:35]1[CH:40]=[CH:39][C:38]([F:41])=[CH:37][CH:36]=1, predict the reaction product. The product is: [F:41][C:38]1[CH:39]=[CH:40][C:35]([C:34]2[CH2:3][C@H:2]([CH2:1][OH:4])[O:43][N:42]=2)=[CH:36][CH:37]=1. (3) The product is: [CH2:1]([O:3][C:4]([C:6]1([CH:19]([C:24]2[CH:25]=[N:26][CH:27]=[CH:28][CH:29]=2)[CH2:20][NH2:21])[CH2:11][CH2:10][CH2:9][N:8]([C:12]([O:14][C:15]([CH3:18])([CH3:16])[CH3:17])=[O:13])[CH2:7]1)=[O:5])[CH3:2]. Given the reactants [CH2:1]([O:3][C:4]([C:6]1([CH:19]([C:24]2[CH:25]=[N:26][CH:27]=[CH:28][CH:29]=2)[CH2:20][N+:21]([O-])=O)[CH2:11][CH2:10][CH2:9][N:8]([C:12]([O:14][C:15]([CH3:18])([CH3:17])[CH3:16])=[O:13])[CH2:7]1)=[O:5])[CH3:2].[BH4-].[Na+], predict the reaction product.